Dataset: Full USPTO retrosynthesis dataset with 1.9M reactions from patents (1976-2016). Task: Predict the reactants needed to synthesize the given product. (1) Given the product [ClH:34].[CH3:2][O:3][C:4]1[CH:5]=[C:6]([C:12]2[CH2:13][CH2:14][C:15](=[O:24])[N:16]([CH:18]3[CH2:19][CH2:20][N:21]([C:32]([N:29]4[CH2:30][CH2:31][N:26]([CH3:25])[CH2:27][CH2:28]4)=[O:33])[CH2:22][CH2:23]3)[N:17]=2)[CH:7]=[CH:8][C:9]=1[O:10][CH3:11], predict the reactants needed to synthesize it. The reactants are: Cl.[CH3:2][O:3][C:4]1[CH:5]=[C:6]([CH:12]2[NH:17][N:16]([CH:18]3[CH2:23][CH2:22][NH:21][CH2:20][CH2:19]3)[C:15](=[O:24])[CH2:14][CH2:13]2)[CH:7]=[CH:8][C:9]=1[O:10][CH3:11].[CH3:25][N:26]1[CH2:31][CH2:30][N:29]([C:32]([Cl:34])=[O:33])[CH2:28][CH2:27]1.C(N1CCC(N2C(=O)CC(C)C(C3C=CC(OC)=C(OC)C=3)=N2)CC1)(=O)C. (2) Given the product [CH3:9][N:10]([CH3:19])[C:11]1[CH:18]=[CH:17][C:14]([CH2:15][NH:8][CH2:7][C:4]2[CH:5]=[CH:6][N:1]=[CH:2][CH:3]=2)=[CH:13][CH:12]=1, predict the reactants needed to synthesize it. The reactants are: [N:1]1[CH:6]=[CH:5][C:4]([CH2:7][NH2:8])=[CH:3][CH:2]=1.[CH3:9][N:10]([CH3:19])[C:11]1[CH:18]=[CH:17][C:14]([CH:15]=O)=[CH:13][CH:12]=1.[BH3-]C#N.[Na+]. (3) Given the product [CH3:1][N:2]1[CH2:18][CH2:17][C:5]2[N:6](/[CH:36]=[C:37](/[C:39]3[CH:44]=[CH:43][N:42]=[CH:41][CH:40]=3)\[CH3:38])[C:7]3[CH:8]=[CH:9][C:10]([C:13]([F:16])([F:15])[F:14])=[CH:11][C:12]=3[C:4]=2[CH2:3]1, predict the reactants needed to synthesize it. The reactants are: [CH3:1][N:2]1[CH2:18][CH2:17][C:5]2[NH:6][C:7]3[CH:8]=[CH:9][C:10]([C:13]([F:16])([F:15])[F:14])=[CH:11][C:12]=3[C:4]=2[CH2:3]1.P([O-])([O-])([O-])=O.[K+].[K+].[K+].N1CCC[C@H]1C(O)=O.Br[CH:36]=[C:37]([C:39]1[CH:44]=[CH:43][N:42]=[CH:41][CH:40]=1)[CH3:38]. (4) Given the product [Br:1][C:2]1[CH:10]=[C:9]([CH3:11])[CH:8]=[CH:7][C:3]=1[C:4]([O:6][CH3:17])=[O:5], predict the reactants needed to synthesize it. The reactants are: [Br:1][C:2]1[CH:10]=[C:9]([CH3:11])[CH:8]=[CH:7][C:3]=1[C:4]([OH:6])=[O:5].S(=O)(=O)(O)O.[CH3:17]O. (5) Given the product [CH3:12][C:8]1[N:7]([C:5]2[S:6][C:2]([Sn:22]([CH2:23][CH2:24][CH2:25][CH3:26])([CH2:27][CH2:28][CH2:29][CH3:30])[CH2:18][CH2:19][CH2:20][CH3:21])=[CH:3][CH:4]=2)[CH:11]=[CH:10][N:9]=1, predict the reactants needed to synthesize it. The reactants are: Br[C:2]1[S:6][C:5]([N:7]2[CH:11]=[CH:10][N:9]=[C:8]2[CH3:12])=[CH:4][CH:3]=1.[Li]CCCC.[CH2:18]([Sn:22](Cl)([CH2:27][CH2:28][CH2:29][CH3:30])[CH2:23][CH2:24][CH2:25][CH3:26])[CH2:19][CH2:20][CH3:21].[NH4+].[Cl-].